This data is from Catalyst prediction with 721,799 reactions and 888 catalyst types from USPTO. The task is: Predict which catalyst facilitates the given reaction. Reactant: [N:1]([CH2:4][C:5]([O:7][CH2:8][CH3:9])=[O:6])=[N+:2]=[N-:3].[O-]CC.[Na+].[CH3:14][C:15]1[S:19][C:18]([CH:20]=O)=[CH:17][CH:16]=1.[Cl-].[NH4+]. Product: [N:1]([C:4](=[CH:20][C:18]1[S:19][C:15]([CH3:14])=[CH:16][CH:17]=1)[C:5]([O:7][CH2:8][CH3:9])=[O:6])=[N+:2]=[N-:3]. The catalyst class is: 24.